Dataset: Full USPTO retrosynthesis dataset with 1.9M reactions from patents (1976-2016). Task: Predict the reactants needed to synthesize the given product. (1) Given the product [CH:1]1([C:4]2[C:13]3[C:8](=[CH:9][CH:10]=[CH:11][CH:12]=3)[CH:7]=[N:6][C:5]=2[N:14]([CH2:30][C:31]2[CH:36]=[CH:35][C:34]([C:37]([F:39])([F:38])[F:40])=[CH:33][N:32]=2)[S:15]([C:18]2[CH:27]=[CH:26][C:21]([C:22]([O:24][CH3:25])=[O:23])=[C:20]([CH3:28])[CH:19]=2)(=[O:16])=[O:17])[CH2:2][CH2:3]1, predict the reactants needed to synthesize it. The reactants are: [CH:1]1([C:4]2[C:13]3[C:8](=[CH:9][CH:10]=[CH:11][CH:12]=3)[CH:7]=[N:6][C:5]=2[NH:14][S:15]([C:18]2[CH:27]=[CH:26][C:21]([C:22]([O:24][CH3:25])=[O:23])=[C:20]([CH3:28])[CH:19]=2)(=[O:17])=[O:16])[CH2:3][CH2:2]1.O[CH2:30][C:31]1[CH:36]=[CH:35][C:34]([C:37]([F:40])([F:39])[F:38])=[CH:33][N:32]=1.C1(P(C2C=CC=CC=2)C2C=CC=CC=2)C=CC=CC=1.CCOC(/N=N/C(OCC)=O)=O. (2) Given the product [F:17][C:18]1[CH:23]=[C:22]([F:24])[CH:21]=[CH:20][C:19]=1[C@@:25]([OH:40])([CH2:26][N:27]1[CH:31]=[N:30][CH:29]=[N:28]1)[C@H:32]([S:34][C@@H:35]1[CH2:36][O:37][C@@H:1]([C:3]2[CH:4]=[C:5]3[C:10](=[CH:11][CH:12]=2)[CH:9]=[C:8]([C:13]([O:15][CH3:16])=[O:14])[CH:7]=[CH:6]3)[O:39][CH2:38]1)[CH3:33], predict the reactants needed to synthesize it. The reactants are: [CH:1]([C:3]1[CH:4]=[C:5]2[C:10](=[CH:11][CH:12]=1)[CH:9]=[C:8]([C:13]([O:15][CH3:16])=[O:14])[CH:7]=[CH:6]2)=O.[F:17][C:18]1[CH:23]=[C:22]([F:24])[CH:21]=[CH:20][C:19]=1[C@:25]([OH:40])([C@H:32]([S:34][CH:35]([CH2:38][OH:39])[CH2:36][OH:37])[CH3:33])[CH2:26][N:27]1[CH:31]=[N:30][CH:29]=[N:28]1.O.C1(C)C=CC(S(O)(=O)=O)=CC=1. (3) Given the product [CH2:37]([O:39][CH2:40][N:12]1[N:11]=[C:10]([C:14]([O:16][CH2:17][CH3:18])=[O:15])[C:9]([C:7](=[O:8])[C:6]2[CH:19]=[C:20]([O:21][CH3:22])[C:3]([O:2][CH3:1])=[CH:4][C:5]=2[N+:23]([O-:25])=[O:24])=[N:13]1)[CH3:38], predict the reactants needed to synthesize it. The reactants are: [CH3:1][O:2][C:3]1[C:20]([O:21][CH3:22])=[CH:19][C:6]([C:7]([C:9]2[NH:13][N:12]=[N:11][C:10]=2[C:14]([O:16][CH2:17][CH3:18])=[O:15])=[O:8])=[C:5]([N+:23]([O-:25])=[O:24])[CH:4]=1.C1(C)C=CC(S(O)(=O)=O)=CC=1.[CH2:37]([O:39][CH2:40]OCC)[CH3:38]. (4) Given the product [Br:22][C:6]1[CH:5]=[CH:4][C:3]([O:2][CH3:1])=[C:11]2[C:7]=1[C:8]1[CH:15]=[C:14]([CH3:16])[CH:13]=[N:12][C:9]=1[NH:10]2, predict the reactants needed to synthesize it. The reactants are: [CH3:1][O:2][C:3]1[CH:4]=[CH:5][CH:6]=[C:7]2[C:11]=1[NH:10][C:9]1[N:12]=[CH:13][C:14]([CH3:16])=[CH:15][C:8]2=1.CS(O)(=O)=O.[Br:22]N1C(=O)CCC1=O.S([O-])([O-])=O.[Na+].[Na+].[OH-].[Na+]. (5) Given the product [OH:12][C:10]1[CH:9]=[CH:8][C:6]2[N:7]=[C:3]([C:1]3[S:18][C:15]([CH3:17])([CH3:16])[CH:14]([C:19]([OH:21])=[O:20])[N:2]=3)[S:4][C:5]=2[CH:11]=1, predict the reactants needed to synthesize it. The reactants are: [C:1]([C:3]1[S:4][C:5]2[CH:11]=[C:10]([OH:12])[CH:9]=[CH:8][C:6]=2[N:7]=1)#[N:2].N[C@@H:14]([C:19]([OH:21])=[O:20])[C:15]([SH:18])([CH3:17])[CH3:16].C(=O)([O-])[O-].[K+].[K+]. (6) Given the product [CH3:40][S:41]([N:20]1[CH:19]([C:21]2[CH:22]=[CH:23][C:24]([C:25]#[N:26])=[CH:27][CH:28]=2)[C:18]2[C:17](=[O:29])[CH2:16][CH2:15][CH2:14][C:13]=2[N:12]([C:30]2[CH:35]=[CH:34][CH:33]=[C:32]([C:36]([F:39])([F:37])[F:38])[CH:31]=2)[C:11]1=[O:10])(=[O:43])=[O:42], predict the reactants needed to synthesize it. The reactants are: [H-].[Na+].C(N(CC)CC)C.[O:10]=[C:11]1[NH:20][CH:19]([C:21]2[CH:28]=[CH:27][C:24]([C:25]#[N:26])=[CH:23][CH:22]=2)[C:18]2[C:17](=[O:29])[CH2:16][CH2:15][CH2:14][C:13]=2[N:12]1[C:30]1[CH:35]=[CH:34][CH:33]=[C:32]([C:36]([F:39])([F:38])[F:37])[CH:31]=1.[CH3:40][S:41](Cl)(=[O:43])=[O:42].